From a dataset of Full USPTO retrosynthesis dataset with 1.9M reactions from patents (1976-2016). Predict the reactants needed to synthesize the given product. (1) Given the product [NH:8]1[CH2:11][CH:10]([CH:12]([C:17]2[CH:18]=[C:19]([CH:25]=[C:26]([F:28])[CH:27]=2)[C:20]([O:22][CH2:23][CH3:24])=[O:21])[C:13]([F:16])([CH3:15])[CH3:14])[CH2:9]1, predict the reactants needed to synthesize it. The reactants are: C1(C(C2C=CC=CC=2)[N:8]2[CH2:11][CH:10]([CH:12]([C:17]3[CH:18]=[C:19]([CH:25]=[C:26]([F:28])[CH:27]=3)[C:20]([O:22][CH2:23][CH3:24])=[O:21])[C:13]([F:16])([CH3:15])[CH3:14])[CH2:9]2)C=CC=CC=1.OCC1(OC[C@@H](O)[C@@H](O)[C@H]1O)O.[H][H]. (2) Given the product [C:18]([C:20]1[CH:25]=[C:24]([C:2]2[CH:3]=[C:4]3[C:8](=[CH:9][CH:10]=2)[CH2:7][CH:6]([NH:11][S:12]([CH:15]([CH3:17])[CH3:16])(=[O:14])=[O:13])[CH2:5]3)[CH:23]=[CH:22][CH:21]=1)#[N:19], predict the reactants needed to synthesize it. The reactants are: I[C:2]1[CH:3]=[C:4]2[C:8](=[CH:9][CH:10]=1)[CH2:7][CH:6]([NH:11][S:12]([CH:15]([CH3:17])[CH3:16])(=[O:14])=[O:13])[CH2:5]2.[C:18]([C:20]1[CH:21]=[C:22](B(O)O)[CH:23]=[CH:24][CH:25]=1)#[N:19]. (3) The reactants are: [S:1]1[C:5]2[CH:6]=[CH:7][CH:8]=[CH:9][C:4]=2[C:3]([NH:10][CH2:11][CH2:12][NH:13][C:14]([C:16]2[CH:25]=[CH:24][C:19]([C:20]([O:22]C)=[O:21])=[CH:18][N:17]=2)=[O:15])=[N:2]1.O.[OH-].[Li+]. Given the product [S:1]1[C:5]2[CH:6]=[CH:7][CH:8]=[CH:9][C:4]=2[C:3]([NH:10][CH2:11][CH2:12][NH:13][C:14]([C:16]2[CH:25]=[CH:24][C:19]([C:20]([OH:22])=[O:21])=[CH:18][N:17]=2)=[O:15])=[N:2]1, predict the reactants needed to synthesize it. (4) Given the product [I:23][C:16]1[CH:17]=[CH:18][C:19]([O:21][CH3:22])=[CH:20][C:15]=1[S:14][C:5]1[N:4]([CH2:3][CH2:2][NH:1][CH2:24][C:25]([CH3:28])([CH3:27])[CH3:26])[C:12]2[CH:11]=[CH:10][N:9]=[C:8]([NH2:13])[C:7]=2[N:6]=1, predict the reactants needed to synthesize it. The reactants are: [NH2:1][CH2:2][CH2:3][N:4]1[C:12]2[CH:11]=[CH:10][N:9]=[C:8]([NH2:13])[C:7]=2[N:6]=[C:5]1[S:14][C:15]1[CH:20]=[C:19]([O:21][CH3:22])[CH:18]=[CH:17][C:16]=1[I:23].[CH:24](=O)[C:25]([CH3:28])([CH3:27])[CH3:26].[BH3-]C#N.[Na+].BrC1C(SC2N(CCNCC(C)(C)C)C3C=CN=C(N)C=3N=2)=CC2OCOC=2C=1. (5) Given the product [Cl:3][C:4]1[CH:5]=[C:6]([CH:21]=[CH:22][C:23]=1[Cl:24])[CH2:7][N:8]1[CH2:13][CH2:12][N:11]([CH2:14][C@@H:16]([NH2:20])[CH:17]([CH3:19])[CH3:18])[CH2:10][CH2:9]1, predict the reactants needed to synthesize it. The reactants are: B#B.[Cl:3][C:4]1[CH:5]=[C:6]([CH:21]=[CH:22][C:23]=1[Cl:24])[CH2:7][N:8]1[CH2:13][CH2:12][N:11]([C:14]([C@@H:16]([NH2:20])[CH:17]([CH3:19])[CH3:18])=O)[CH2:10][CH2:9]1. (6) Given the product [Cl:12][C:10]1[C:9]2[C:4](=[C:5]([CH3:15])[C:6]([O:13][CH3:14])=[CH:7][CH:8]=2)[N:3]=[C:2]([C:22]2[CH:21]=[N:20][N:19]([CH2:16][CH:17]([CH3:18])[CH3:34])[CH:23]=2)[CH:11]=1, predict the reactants needed to synthesize it. The reactants are: Cl[C:2]1[CH:11]=[C:10]([Cl:12])[C:9]2[C:4](=[C:5]([CH3:15])[C:6]([O:13][CH3:14])=[CH:7][CH:8]=2)[N:3]=1.[CH2:16]([N:19]1[CH:23]=[C:22](B2OC(C)(C)C(C)(C)O2)[CH:21]=[N:20]1)[CH2:17][CH3:18].Cl[C:34]1C2C(=C(C)C(OC)=CC=2)N=C(C2C=NN(CC)C=2)C=1.